This data is from Forward reaction prediction with 1.9M reactions from USPTO patents (1976-2016). The task is: Predict the product of the given reaction. (1) Given the reactants [H-].[Na+].[CH3:3][C@H:4]([OH:8])[CH2:5][CH:6]=[CH2:7].[CH2:9](Br)[CH:10]=[CH2:11], predict the reaction product. The product is: [CH2:11]([O:8][C@@H:4]([CH3:3])[CH2:5][CH:6]=[CH2:7])[CH:10]=[CH2:9]. (2) The product is: [CH3:1][O:2][CH2:3][CH2:4][C:5]1[N:6]([C:14]2[CH:15]=[CH:16][C:17]([O:20][CH2:22][CH2:23][CH2:24][N:25]3[CH2:29][CH2:28][CH2:27][CH2:26]3)=[CH:18][CH:19]=2)[C:7]2[C:12]([CH:13]=1)=[CH:11][CH:10]=[CH:9][CH:8]=2. Given the reactants [CH3:1][O:2][CH2:3][CH2:4][C:5]1[N:6]([C:14]2[CH:19]=[CH:18][C:17]([OH:20])=[CH:16][CH:15]=2)[C:7]2[C:12]([CH:13]=1)=[CH:11][CH:10]=[CH:9][CH:8]=2.Cl[CH2:22][CH2:23][CH2:24][N:25]1[CH2:29][CH2:28][CH2:27][CH2:26]1.[H-].[Na+].[I-].[Na+], predict the reaction product.